This data is from Full USPTO retrosynthesis dataset with 1.9M reactions from patents (1976-2016). The task is: Predict the reactants needed to synthesize the given product. Given the product [ClH:2].[ClH:1].[Cl:2][C:3]1[CH:8]=[CH:7][C:6]([C:9]2[C:10]3[C@@H:11]4[CH2:22][CH2:21][NH:20][CH2:19][CH2:18][C@@H:12]4[NH:13][C:14]=3[CH:15]=[CH:16][CH:17]=2)=[CH:5][CH:4]=1, predict the reactants needed to synthesize it. The reactants are: [ClH:1].[Cl:2][C:3]1[CH:8]=[CH:7][C:6]([C:9]2[C:10]3[C:11]4[CH2:22][CH2:21][NH:20][CH2:19][CH2:18][C:12]=4[NH:13][C:14]=3[CH:15]=[CH:16][CH:17]=2)=[CH:5][CH:4]=1.C([BH3-])#N.[Na+].